Dataset: Full USPTO retrosynthesis dataset with 1.9M reactions from patents (1976-2016). Task: Predict the reactants needed to synthesize the given product. Given the product [C:1]([N:4]1[CH2:5][CH2:6][N:7]([C:10]2[CH:11]=[CH:12][C:13]([CH2:16][CH2:17][C:18]3[CH:19]=[C:20]([CH2:24][C:25]([NH:42][NH:41][C:40]([O:44][C:45]([CH3:48])([CH3:47])[CH3:46])=[O:43])=[O:26])[CH:21]=[CH:22][CH:23]=3)=[N:14][CH:15]=2)[CH2:8][CH2:9]1)(=[O:3])[CH3:2], predict the reactants needed to synthesize it. The reactants are: [C:1]([N:4]1[CH2:9][CH2:8][N:7]([C:10]2[CH:11]=[CH:12][C:13]([CH2:16][CH2:17][C:18]3[CH:19]=[C:20]([CH2:24][C:25](O)=[O:26])[CH:21]=[CH:22][CH:23]=3)=[N:14][CH:15]=2)[CH2:6][CH2:5]1)(=[O:3])[CH3:2].C(N1C=CN=C1)(N1C=CN=C1)=O.[C:40]([O:44][C:45]([CH3:48])([CH3:47])[CH3:46])(=[O:43])[NH:41][NH2:42].O.